From a dataset of NCI-60 drug combinations with 297,098 pairs across 59 cell lines. Regression. Given two drug SMILES strings and cell line genomic features, predict the synergy score measuring deviation from expected non-interaction effect. (1) Cell line: SK-MEL-2. Drug 1: CC12CCC3C(C1CCC2=O)CC(=C)C4=CC(=O)C=CC34C. Synergy scores: CSS=53.3, Synergy_ZIP=-1.99, Synergy_Bliss=-0.800, Synergy_Loewe=-19.9, Synergy_HSA=1.12. Drug 2: CC1=C2C(C(=O)C3(C(CC4C(C3C(C(C2(C)C)(CC1OC(=O)C(C(C5=CC=CC=C5)NC(=O)C6=CC=CC=C6)O)O)OC(=O)C7=CC=CC=C7)(CO4)OC(=O)C)O)C)OC(=O)C. (2) Drug 1: CC1=C(N=C(N=C1N)C(CC(=O)N)NCC(C(=O)N)N)C(=O)NC(C(C2=CN=CN2)OC3C(C(C(C(O3)CO)O)O)OC4C(C(C(C(O4)CO)O)OC(=O)N)O)C(=O)NC(C)C(C(C)C(=O)NC(C(C)O)C(=O)NCCC5=NC(=CS5)C6=NC(=CS6)C(=O)NCCC[S+](C)C)O. Drug 2: C#CCC(CC1=CN=C2C(=N1)C(=NC(=N2)N)N)C3=CC=C(C=C3)C(=O)NC(CCC(=O)O)C(=O)O. Cell line: NCI-H226. Synergy scores: CSS=26.0, Synergy_ZIP=-4.92, Synergy_Bliss=2.05, Synergy_Loewe=0.0978, Synergy_HSA=-0.0169. (3) Cell line: UACC62. Synergy scores: CSS=7.81, Synergy_ZIP=0.143, Synergy_Bliss=-2.47, Synergy_Loewe=-47.7, Synergy_HSA=-3.31. Drug 1: CC1=CC=C(C=C1)C2=CC(=NN2C3=CC=C(C=C3)S(=O)(=O)N)C(F)(F)F. Drug 2: B(C(CC(C)C)NC(=O)C(CC1=CC=CC=C1)NC(=O)C2=NC=CN=C2)(O)O. (4) Synergy scores: CSS=23.7, Synergy_ZIP=9.15, Synergy_Bliss=13.0, Synergy_Loewe=10.2, Synergy_HSA=10.3. Drug 1: C1=CC(=CC=C1CCC2=CNC3=C2C(=O)NC(=N3)N)C(=O)NC(CCC(=O)O)C(=O)O. Cell line: SK-MEL-28. Drug 2: CC1CCCC2(C(O2)CC(NC(=O)CC(C(C(=O)C(C1O)C)(C)C)O)C(=CC3=CSC(=N3)C)C)C. (5) Drug 1: C(=O)(N)NO. Cell line: CCRF-CEM. Drug 2: CC12CCC3C(C1CCC2O)C(CC4=C3C=CC(=C4)O)CCCCCCCCCS(=O)CCCC(C(F)(F)F)(F)F. Synergy scores: CSS=16.8, Synergy_ZIP=-2.34, Synergy_Bliss=-4.35, Synergy_Loewe=-2.24, Synergy_HSA=-0.498. (6) Drug 1: CC1=C2C(C(=O)C3(C(CC4C(C3C(C(C2(C)C)(CC1OC(=O)C(C(C5=CC=CC=C5)NC(=O)OC(C)(C)C)O)O)OC(=O)C6=CC=CC=C6)(CO4)OC(=O)C)O)C)O. Drug 2: CCN(CC)CCNC(=O)C1=C(NC(=C1C)C=C2C3=C(C=CC(=C3)F)NC2=O)C. Cell line: A549. Synergy scores: CSS=39.2, Synergy_ZIP=10.3, Synergy_Bliss=13.8, Synergy_Loewe=18.7, Synergy_HSA=15.4.